Task: Predict the reaction yield, written as a fraction of the theoretical maximum amount of product (1.0 means a 100% yield; for example, 0.34 means a 34% yield).. Dataset: Reaction yield outcomes from USPTO patents with 853,638 reactions (1) The reactants are [C:1]([O:5][C:6](=[O:29])[CH2:7][C@@H:8]([CH2:17]OS(C1C=CC(C)=CC=1)(=O)=O)[CH2:9][C@H:10]([CH3:16])[CH2:11][CH2:12][CH2:13][CH2:14][CH3:15])([CH3:4])([CH3:3])[CH3:2].[N-:30]=[N+:31]=[N-:32].[Na+].CS(C)=O. The catalyst is CCOC(C)=O. The product is [C:1]([O:5][C:6](=[O:29])[CH2:7][C@@H:8]([CH2:17][N:30]=[N+:31]=[N-:32])[CH2:9][C@H:10]([CH3:16])[CH2:11][CH2:12][CH2:13][CH2:14][CH3:15])([CH3:4])([CH3:3])[CH3:2]. The yield is 0.890. (2) The reactants are [Cl:1][C:2]1[CH:3]=[C:4]([CH2:13][C:14]([OH:16])=[O:15])[CH:5]=[C:6]([O:8][C:9]([F:12])([F:11])[F:10])[CH:7]=1.C([O-])(O)=O.[Na+].[CH3:22][CH2:23]O. The catalyst is S(=O)(=O)(O)O. The product is [Cl:1][C:2]1[CH:3]=[C:4]([CH2:13][C:14]([O:16][CH2:22][CH3:23])=[O:15])[CH:5]=[C:6]([O:8][C:9]([F:12])([F:11])[F:10])[CH:7]=1. The yield is 0.960. (3) No catalyst specified. The yield is 0.310. The reactants are [C:1]1([C:16]2[CH:21]=[CH:20][CH:19]=[CH:18][CH:17]=2)[CH:6]=[CH:5][CH:4]=[C:3]([C:7]2([CH2:14][NH2:15])[CH2:12][CH2:11][N:10]([CH3:13])[CH2:9][CH2:8]2)[CH:2]=1.[F:22][C:23]([F:39])([F:38])[C:24]1[O:28][N:27]=[C:26]([C:29]2[CH:30]=[C:31]([CH:35]=[CH:36][CH:37]=2)[C:32](O)=[O:33])[N:25]=1. The product is [C:1]1([C:16]2[CH:21]=[CH:20][CH:19]=[CH:18][CH:17]=2)[CH:6]=[CH:5][CH:4]=[C:3]([C:7]2([CH2:14][NH:15][C:32](=[O:33])[C:31]3[CH:35]=[CH:36][CH:37]=[C:29]([C:26]4[N:25]=[C:24]([C:23]([F:39])([F:38])[F:22])[O:28][N:27]=4)[CH:30]=3)[CH2:8][CH2:9][N:10]([CH3:13])[CH2:11][CH2:12]2)[CH:2]=1. (4) The reactants are [CH3:1][C:2]1[CH2:3][C:4]2[C:9]([CH:10]=1)=[CH:8][C:7]([C:11]([CH3:14])([CH3:13])[CH3:12])=[CH:6][C:5]=2[C:15]1[CH:20]=[C:19]([C:21]([CH3:24])([CH3:23])[CH3:22])[CH:18]=[C:17]([C:25]([CH3:28])([CH3:27])[CH3:26])[CH:16]=1.C1COCC1.[Li]CCCC.[Cl:39][Si:40](Cl)([CH3:42])[CH3:41]. The catalyst is C1(C)C=CC=CC=1. The product is [CH3:1][C:2]1[CH:10]([Si:40]([Cl:39])([CH3:42])[CH3:41])[C:9]2[C:4]([CH:3]=1)=[C:5]([C:15]1[CH:16]=[C:17]([C:25]([CH3:28])([CH3:27])[CH3:26])[CH:18]=[C:19]([C:21]([CH3:24])([CH3:23])[CH3:22])[CH:20]=1)[CH:6]=[C:7]([C:11]([CH3:12])([CH3:13])[CH3:14])[CH:8]=2. The yield is 0.990. (5) The reactants are [CH2:1](C(CN)O)[C:2]1[CH:7]=[CH:6][CH:5]=[CH:4][CH:3]=1.[CH:12]([N:15](CC)C(C)C)(C)[CH3:13].[C:21]([O:24][CH2:25][C:26](Cl)=[O:27])(=[O:23])[CH3:22].C(OCC)(=[O:31])C. The catalyst is ClCCl. The product is [CH2:1]([N:15]([CH2:12][CH2:13][OH:31])[C:26]([CH2:25][O:24][C:21](=[O:23])[CH3:22])=[O:27])[C:2]1[CH:3]=[CH:4][CH:5]=[CH:6][CH:7]=1. The yield is 0.590. (6) The reactants are [CH:1]1([C:6]2[CH:11]=[C:10]([C:12]3[C:24]4[C:23]([CH3:25])=[C:22]([CH3:26])[S:21][C:20]=4[CH:19]=[C:18]4[C:13]=3[CH:14]=[CH:15][CH:16]=[CH:17]4)[CH:9]=[CH:8][C:7]=2[O:27][C:28](=[O:30])[CH3:29])[CH2:5][CH2:4][CH2:3][CH2:2]1.[Br:31]Br. The catalyst is C(Cl)Cl. The product is [CH:1]1([C:6]2[CH:11]=[C:10]([C:12]3[C:24]4[C:23]([CH3:25])=[C:22]([CH3:26])[S:21][C:20]=4[C:19]([Br:31])=[C:18]4[C:13]=3[CH:14]=[CH:15][CH:16]=[CH:17]4)[CH:9]=[CH:8][C:7]=2[O:27][C:28](=[O:30])[CH3:29])[CH2:2][CH2:3][CH2:4][CH2:5]1. The yield is 0.790. (7) The reactants are [Cl:1][C:2]1[N:7]=[C:6]([NH:8][C@H:9]([CH2:12][CH3:13])[CH2:10][OH:11])[C:5](Br)=[CH:4][N:3]=1.[S:15]1[CH:19]=[CH:18][CH:17]=[C:16]1B(O)O. No catalyst specified. The product is [Cl:1][C:2]1[N:7]=[C:6]([NH:8][C@H:9]([CH2:12][CH3:13])[CH2:10][OH:11])[C:5]([C:16]2[S:15][CH:19]=[CH:18][CH:17]=2)=[CH:4][N:3]=1. The yield is 0.710.